The task is: Predict the reactants needed to synthesize the given product.. This data is from Full USPTO retrosynthesis dataset with 1.9M reactions from patents (1976-2016). (1) Given the product [CH:19]1([C:17]([NH:16][C:14]2[N:15]=[C:10]3[CH:9]=[CH:8][C:7]([O:6][C:5]4[CH:22]=[CH:23][C:2]([NH:1][C:32]([C:31]5[C:26](=[O:25])[N:27]([C:35]6[CH:40]=[CH:39][CH:38]=[CH:37][CH:36]=6)[CH:28]=[CH:29][CH:30]=5)=[O:33])=[CH:3][C:4]=4[F:24])=[CH:12][N:11]3[CH:13]=2)=[O:18])[CH2:21][CH2:20]1, predict the reactants needed to synthesize it. The reactants are: [NH2:1][C:2]1[CH:23]=[CH:22][C:5]([O:6][C:7]2[CH:8]=[CH:9][C:10]3[N:11]([CH:13]=[C:14]([NH:16][C:17]([CH:19]4[CH2:21][CH2:20]4)=[O:18])[N:15]=3)[CH:12]=2)=[C:4]([F:24])[CH:3]=1.[O:25]=[C:26]1[C:31]([C:32](O)=[O:33])=[CH:30][CH:29]=[CH:28][N:27]1[C:35]1[CH:40]=[CH:39][CH:38]=[CH:37][CH:36]=1.CN(C(ON1N=NC2C=CC=NC1=2)=[N+](C)C)C.F[P-](F)(F)(F)(F)F.C(N(CC)C(C)C)(C)C. (2) Given the product [F:59][C:53]1[C:54]([F:58])=[CH:55][CH:56]=[CH:57][C:52]=1[NH:51][C:49](=[O:50])[CH2:48][N:46]1[CH:47]=[C:43]([NH:42][CH:12]2[C:11]3[C:16](=[CH:17][C:8]([O:7][CH3:6])=[CH:9][C:10]=3[O:19][CH2:20][C@H:21]3[CH2:25][CH2:24][CH2:23][N:22]3[C:26]([O:28][C:29]([CH3:31])([CH3:32])[CH3:30])=[O:27])[N:15]=[CH:14][NH:13]2)[CH:44]=[N:45]1, predict the reactants needed to synthesize it. The reactants are: P(Cl)(Cl)(Cl)=O.[CH3:6][O:7][C:8]1[CH:17]=[C:16]2[C:11]([C:12](=O)[NH:13][CH:14]=[N:15]2)=[C:10]([O:19][CH2:20][C@H:21]2[CH2:25][CH2:24][CH2:23][N:22]2[C:26]([O:28][C:29]([CH3:32])([CH3:31])[CH3:30])=[O:27])[CH:9]=1.C(N(C(C)C)CC)(C)C.[NH2:42][C:43]1[CH:44]=[N:45][N:46]([CH2:48][C:49]([NH:51][C:52]2[CH:57]=[CH:56][CH:55]=[C:54]([F:58])[C:53]=2[F:59])=[O:50])[CH:47]=1. (3) Given the product [Br:1][C:2]1[CH:3]=[CH:4][C:5]([O:30][CH3:29])=[C:6]([CH:22]([C:21]2[C:20]3[C:19](=[CH:12][CH:13]=[CH:14][CH:15]=3)[CH:18]=[CH:25][CH:24]=2)[OH:23])[CH:11]=1, predict the reactants needed to synthesize it. The reactants are: [Br:1][C:2]1[C:11]2[C:6](=CC=CC=2)[CH:5]=[CH:4][CH:3]=1.[CH2:12]([Li])[CH2:13][CH2:14][CH3:15].Br[C:18]1(OC)[CH:25]=[CH:24][C:21]([CH:22]=[O:23])=[CH:20][CH2:19]1.C[CH2:29][O:30]CC.